This data is from Retrosynthesis with 50K atom-mapped reactions and 10 reaction types from USPTO. The task is: Predict the reactants needed to synthesize the given product. (1) Given the product O=C1NC(c2ccccc2)(c2ccccc2)C(=O)N1CCCN1CCN(c2ccccc2)CC1, predict the reactants needed to synthesize it. The reactants are: ClCCCN1CCN(c2ccccc2)CC1.O=C1NC(=O)C(c2ccccc2)(c2ccccc2)N1. (2) Given the product C=C[C@@H]1C[C@]1(NC(=O)[C@H]1CCN(Cc2ccccc2-c2ccccc2)C1)C(=O)NS(=O)(=O)c1cccc(OCc2ccccc2)c1, predict the reactants needed to synthesize it. The reactants are: BrCc1ccccc1-c1ccccc1.C=C[C@@H]1C[C@]1(NC(=O)[C@H]1CCNC1)C(=O)NS(=O)(=O)c1cccc(OCc2ccccc2)c1. (3) Given the product CC(=O)c1ccc2c(c1)Cc1cc(Br)ccc1-2, predict the reactants needed to synthesize it. The reactants are: Brc1ccc2c(c1)Cc1ccccc1-2.O=[N+]([O-])c1ccccc1.